Dataset: Full USPTO retrosynthesis dataset with 1.9M reactions from patents (1976-2016). Task: Predict the reactants needed to synthesize the given product. (1) Given the product [Cl:33][C:29]1[CH:28]=[C:27]([C:25]2[O:24][N:23]=[C:22]([CH2:21][CH:17]3[C:14]4=[N:15][N:16]=[C:12]([C:9]5[CH:8]=[CH:7][N:6]=[CH:11][CH:10]=5)[N:13]4[CH2:19][CH2:18]3)[N:26]=2)[CH:32]=[CH:31][CH:30]=1, predict the reactants needed to synthesize it. The reactants are: [Li]CCCC.[N:6]1[CH:11]=[CH:10][C:9]([C:12]2[N:13]3[CH2:19][CH2:18][CH2:17][C:14]3=[N:15][N:16]=2)=[CH:8][CH:7]=1.Br[CH2:21][C:22]1[N:26]=[C:25]([C:27]2[CH:32]=[CH:31][CH:30]=[C:29]([Cl:33])[CH:28]=2)[O:24][N:23]=1.[NH4+].[Cl-]. (2) Given the product [Br:1][C:2]1[C:3]([F:13])=[CH:4][C:5]([O:11][CH3:12])=[C:6]([CH2:7][OH:8])[CH:10]=1, predict the reactants needed to synthesize it. The reactants are: [Br:1][C:2]1[C:3]([F:13])=[CH:4][C:5]([O:11][CH3:12])=[C:6]([CH:10]=1)[C:7](O)=[O:8].CCN(CC)CC.ClC(OCC(C)C)=O. (3) Given the product [CH3:1][N:2]1[CH2:7][CH2:6][N:5]([C:8]2[C:16]3[N:15]=[C:14]([CH2:17][N:18]([CH2:19][C:20]4[CH:43]=[CH:47][CH:39]=[CH:40][CH:41]=4)[C@@H:22]4[C:31]5[N:30]=[CH:29][CH:28]=[CH:27][C:26]=5[CH2:25][CH2:24][CH2:23]4)[NH:13][C:12]=3[CH:11]=[CH:10][CH:9]=2)[CH2:4][CH2:3]1, predict the reactants needed to synthesize it. The reactants are: [CH3:1][N:2]1[CH2:7][CH2:6][N:5]([C:8]2[C:16]3[N:15]=[C:14]([CH2:17][N:18]([C@@H:22]4[C:31]5[N:30]=[CH:29][CH:28]=[CH:27][C:26]=5[CH2:25][CH2:24][CH2:23]4)[CH2:19][CH2:20]O)[NH:13][C:12]=3[CH:11]=[CH:10][CH:9]=2)[CH2:4][CH2:3]1.CN1CCN([C:39]2[C:47]3N=C(CN[C@@H]4[C:41]5N=[CH:43][CH:47]=[CH:39][C:40]=5CCC4)N[C:43]=3C=[CH:41][CH:40]=2)CC1.C(=O)C1C=CC=CC=1. (4) Given the product [CH3:4][S:5][C:6]1[CH:7]=[C:8]([NH:9][C:2]#[N:1])[CH:10]=[CH:11][CH:12]=1, predict the reactants needed to synthesize it. The reactants are: [N:1]#[C:2]Br.[CH3:4][S:5][C:6]1[CH:7]=[C:8]([CH:10]=[CH:11][CH:12]=1)[NH2:9].